The task is: Predict the reactants needed to synthesize the given product.. This data is from Full USPTO retrosynthesis dataset with 1.9M reactions from patents (1976-2016). (1) The reactants are: ClC1[CH:7]=[CH:6][C:5]([N:8]2[C:16]([C:17]([NH:19][CH3:20])=[O:18])=[C:15]3[C:10]([CH:11]=[C:12]([N:24]([S:30]([CH3:33])(=[O:32])=[O:31])[CH2:25][CH2:26]CC=C)[C:13]([CH:21]4[CH2:23][CH2:22]4)=[CH:14]3)=[N:9]2)=CC=1.[O:34]1[CH2:37][CH:36](CCO)[CH2:35]1.[C:41]1(P(C2C=CC=CC=2)C2C=CC=CC=2)[CH:46]=CC=C[CH:42]=1.CC(OC(/[N:66]=N/C(OC(C)C)=O)=O)C. Given the product [CH:21]1([C:13]2[C:12]([N:24]([S:30]([CH3:33])(=[O:32])=[O:31])[CH2:25][CH2:26][CH:36]3[CH2:35][O:34][CH2:37]3)=[CH:11][C:10]3[C:15](=[C:16]([C:17]([NH:19][CH3:20])=[O:18])[N:8]([C:5]4[CH:6]=[CH:7][C:41]([CH3:46])=[CH:42][N:66]=4)[N:9]=3)[CH:14]=2)[CH2:23][CH2:22]1, predict the reactants needed to synthesize it. (2) Given the product [C:1]([N:5]1[C:9]([C:10]2[CH:11]=[CH:12][CH:13]=[CH:14][CH:15]=2)=[CH:8][C:7]([CH2:16][NH:17][S:31]([C:25]2[CH:30]=[CH:29][CH:28]=[CH:27][CH:26]=2)(=[O:33])=[O:32])=[N:6]1)([CH3:4])([CH3:3])[CH3:2], predict the reactants needed to synthesize it. The reactants are: [C:1]([N:5]1[C:9]([C:10]2[CH:15]=[CH:14][CH:13]=[CH:12][CH:11]=2)=[CH:8][C:7]([CH2:16][NH2:17])=[N:6]1)([CH3:4])([CH3:3])[CH3:2].C(N(CC)CC)C.[C:25]1([S:31](Cl)(=[O:33])=[O:32])[CH:30]=[CH:29][CH:28]=[CH:27][CH:26]=1.O. (3) Given the product [CH2:1]([NH:8][C:9]1[C:14]([N+:15]([O-:17])=[O:16])=[C:13]([NH:18][CH2:19][C:20]2[CH:25]=[CH:24][CH:23]=[CH:22][CH:21]=2)[CH:12]=[C:11]([CH2:26][CH2:27][NH:32][CH2:31][CH2:30][O:29][CH3:28])[N:10]=1)[C:2]1[CH:3]=[CH:4][CH:5]=[CH:6][CH:7]=1, predict the reactants needed to synthesize it. The reactants are: [CH2:1]([NH:8][C:9]1[C:14]([N+:15]([O-:17])=[O:16])=[C:13]([NH:18][CH2:19][C:20]2[CH:25]=[CH:24][CH:23]=[CH:22][CH:21]=2)[CH:12]=[C:11]([CH:26]=[CH2:27])[N:10]=1)[C:2]1[CH:7]=[CH:6][CH:5]=[CH:4][CH:3]=1.[CH3:28][O:29][CH2:30][CH2:31][NH2:32]. (4) Given the product [Br:1][C:2]1[CH:7]=[CH:6][N:5]=[C:4]([NH:8][C:11](=[O:13])[CH3:12])[CH:3]=1, predict the reactants needed to synthesize it. The reactants are: [Br:1][C:2]1[CH:7]=[CH:6][N:5]=[C:4]([NH2:8])[CH:3]=1.[NH4+].[OH-].[C:11](OC(=O)C)(=[O:13])[CH3:12]. (5) Given the product [C:20]([O:19][C:17]([N:14]([CH2:15][CH3:16])[CH:13]([C:24]1[NH:25][C:26](=[O:35])[C:27]([OH:34])=[C:28]([C:30]([O:32][CH3:33])=[O:31])[N:29]=1)[CH2:12][CH2:11][C@H:10]([O:36][CH3:37])[CH2:9][OH:8])=[O:18])([CH3:22])([CH3:23])[CH3:21], predict the reactants needed to synthesize it. The reactants are: C([O:8][CH2:9][C@@H:10]([O:36][CH3:37])[CH2:11][CH2:12][CH:13]([C:24]1[NH:25][C:26](=[O:35])[C:27]([OH:34])=[C:28]([C:30]([O:32][CH3:33])=[O:31])[N:29]=1)[N:14]([C:17]([O:19][C:20]([CH3:23])([CH3:22])[CH3:21])=[O:18])[CH2:15][CH3:16])C1C=CC=CC=1.C(O)(=O)C.